From a dataset of NCI-60 drug combinations with 297,098 pairs across 59 cell lines. Regression. Given two drug SMILES strings and cell line genomic features, predict the synergy score measuring deviation from expected non-interaction effect. (1) Drug 1: COC1=CC(=CC(=C1O)OC)C2C3C(COC3=O)C(C4=CC5=C(C=C24)OCO5)OC6C(C(C7C(O6)COC(O7)C8=CC=CS8)O)O. Drug 2: CC1=C(N=C(N=C1N)C(CC(=O)N)NCC(C(=O)N)N)C(=O)NC(C(C2=CN=CN2)OC3C(C(C(C(O3)CO)O)O)OC4C(C(C(C(O4)CO)O)OC(=O)N)O)C(=O)NC(C)C(C(C)C(=O)NC(C(C)O)C(=O)NCCC5=NC(=CS5)C6=NC(=CS6)C(=O)NCCC[S+](C)C)O. Cell line: BT-549. Synergy scores: CSS=39.9, Synergy_ZIP=5.21, Synergy_Bliss=4.21, Synergy_Loewe=-1.56, Synergy_HSA=5.27. (2) Drug 1: CC1CCC2CC(C(=CC=CC=CC(CC(C(=O)C(C(C(=CC(C(=O)CC(OC(=O)C3CCCCN3C(=O)C(=O)C1(O2)O)C(C)CC4CCC(C(C4)OC)OCCO)C)C)O)OC)C)C)C)OC. Drug 2: CCC1(C2=C(COC1=O)C(=O)N3CC4=CC5=C(C=CC(=C5CN(C)C)O)N=C4C3=C2)O.Cl. Cell line: SF-539. Synergy scores: CSS=36.8, Synergy_ZIP=-0.838, Synergy_Bliss=-0.0926, Synergy_Loewe=-6.28, Synergy_HSA=2.48. (3) Drug 1: CCN(CC)CCNC(=O)C1=C(NC(=C1C)C=C2C3=C(C=CC(=C3)F)NC2=O)C. Cell line: U251. Drug 2: CN(C(=O)NC(C=O)C(C(C(CO)O)O)O)N=O. Synergy scores: CSS=1.85, Synergy_ZIP=-2.65, Synergy_Bliss=-2.44, Synergy_Loewe=-0.794, Synergy_HSA=-1.24. (4) Drug 1: C1CN1C2=NC(=NC(=N2)N3CC3)N4CC4. Drug 2: CC1=C(N=C(N=C1N)C(CC(=O)N)NCC(C(=O)N)N)C(=O)NC(C(C2=CN=CN2)OC3C(C(C(C(O3)CO)O)O)OC4C(C(C(C(O4)CO)O)OC(=O)N)O)C(=O)NC(C)C(C(C)C(=O)NC(C(C)O)C(=O)NCCC5=NC(=CS5)C6=NC(=CS6)C(=O)NCCC[S+](C)C)O. Cell line: SF-539. Synergy scores: CSS=71.6, Synergy_ZIP=-2.10, Synergy_Bliss=-3.97, Synergy_Loewe=-1.51, Synergy_HSA=1.23. (5) Drug 1: CC12CCC3C(C1CCC2=O)CC(=C)C4=CC(=O)C=CC34C. Drug 2: C1=NC2=C(N=C(N=C2N1C3C(C(C(O3)CO)O)F)Cl)N. Cell line: UACC62. Synergy scores: CSS=54.9, Synergy_ZIP=-0.489, Synergy_Bliss=1.01, Synergy_Loewe=-9.94, Synergy_HSA=3.78. (6) Drug 1: C1CCC(C1)C(CC#N)N2C=C(C=N2)C3=C4C=CNC4=NC=N3. Drug 2: C1C(C(OC1N2C=NC(=NC2=O)N)CO)O. Cell line: HCT-15. Synergy scores: CSS=15.1, Synergy_ZIP=3.06, Synergy_Bliss=7.37, Synergy_Loewe=-1.56, Synergy_HSA=6.28. (7) Drug 1: C#CCC(CC1=CN=C2C(=N1)C(=NC(=N2)N)N)C3=CC=C(C=C3)C(=O)NC(CCC(=O)O)C(=O)O. Drug 2: C1CN(P(=O)(OC1)NCCCl)CCCl. Cell line: UACC-257. Synergy scores: CSS=-1.69, Synergy_ZIP=-0.0820, Synergy_Bliss=-2.27, Synergy_Loewe=-3.63, Synergy_HSA=-3.63.